This data is from Reaction yield outcomes from USPTO patents with 853,638 reactions. The task is: Predict the reaction yield, written as a fraction of the theoretical maximum amount of product (1.0 means a 100% yield; for example, 0.34 means a 34% yield). (1) The reactants are Br[C:2]1[C:3]([F:22])=[CH:4][C:5]2[O:11][CH2:10][CH2:9][N:8]3[C:12]([CH:18]4[CH2:20][CH2:19]4)=[C:13]([C:15]([NH2:17])=[O:16])[N:14]=[C:7]3[C:6]=2[CH:21]=1.[N:23]1[CH:28]=[CH:27][CH:26]=[CH:25][C:24]=1[C:29]([OH:33])([C:31]#[CH:32])[CH3:30]. No catalyst specified. The product is [CH:18]1([C:12]2[N:8]3[CH2:9][CH2:10][O:11][C:5]4[CH:4]=[C:3]([F:22])[C:2]([C:32]#[C:31][C:29]([OH:33])([C:24]5[CH:25]=[CH:26][CH:27]=[CH:28][N:23]=5)[CH3:30])=[CH:21][C:6]=4[C:7]3=[N:14][C:13]=2[C:15]([NH2:17])=[O:16])[CH2:20][CH2:19]1. The yield is 0.160. (2) The product is [F:37][C:24]1[C:23]([CH3:38])=[C:22]([C:18]2[CH:19]=[CH:20][CH:21]=[C:16]([CH2:15][O:14][C:12]3[CH:11]=[CH:10][C:9]4[C@H:5]([CH2:4][C:3]([OH:39])=[O:2])[CH2:6][O:7][C:8]=4[CH:13]=3)[CH:17]=2)[C:27]([CH3:28])=[CH:26][C:25]=1[O:29][CH2:30][CH2:31][CH2:32][S:33]([CH3:36])(=[O:34])=[O:35]. The yield is 0.620. The reactants are C[O:2][C:3](=[O:39])[CH2:4][C@H:5]1[C:9]2[CH:10]=[CH:11][C:12]([O:14][CH2:15][C:16]3[CH:17]=[C:18]([C:22]4[C:27]([CH3:28])=[CH:26][C:25]([O:29][CH2:30][CH2:31][CH2:32][S:33]([CH3:36])(=[O:35])=[O:34])=[C:24]([F:37])[C:23]=4[CH3:38])[CH:19]=[CH:20][CH:21]=3)=[CH:13][C:8]=2[O:7][CH2:6]1.CO.[OH-].[Na+].Cl. The catalyst is O.O1CCCC1.